From a dataset of NCI-60 drug combinations with 297,098 pairs across 59 cell lines. Regression. Given two drug SMILES strings and cell line genomic features, predict the synergy score measuring deviation from expected non-interaction effect. Drug 1: C1CN1C2=NC(=NC(=N2)N3CC3)N4CC4. Drug 2: C1=NNC2=C1C(=O)NC=N2. Cell line: HT29. Synergy scores: CSS=29.5, Synergy_ZIP=-2.33, Synergy_Bliss=2.79, Synergy_Loewe=-6.94, Synergy_HSA=1.86.